This data is from Forward reaction prediction with 1.9M reactions from USPTO patents (1976-2016). The task is: Predict the product of the given reaction. (1) Given the reactants [CH3:1][C:2]1[O:6][C:5]([CH2:7][C:8]2[CH:13]=[CH:12][C:11]([CH2:14][C:15](Cl)=[N:16][OH:17])=[CH:10][CH:9]=2)=[CH:4][CH:3]=1.O1CCCC1.[C:24]([C:26]1[C:27]([NH2:33])=[N:28][C:29]([NH2:32])=[CH:30][CH:31]=1)#[CH:25].C(N(CC)CC)C, predict the reaction product. The product is: [CH3:1][C:2]1[O:6][C:5]([CH2:7][C:8]2[CH:13]=[CH:12][C:11]([CH2:14][C:15]3[CH:25]=[C:24]([C:26]4[C:27]([NH2:33])=[N:28][C:29]([NH2:32])=[CH:30][CH:31]=4)[O:17][N:16]=3)=[CH:10][CH:9]=2)=[CH:4][CH:3]=1. (2) Given the reactants [CH3:1][O:2][C:3]1[CH:8]=[CH:7][C:6]([N:9]2[C:13]([C:14]3[CH:19]=[CH:18][C:17]([O:20][CH3:21])=[CH:16][CH:15]=3)=[N:12][C:11]([OH:22])=[N:10]2)=[CH:5][CH:4]=1.Cl[CH2:24][C:25]([N:27]([CH3:29])[CH3:28])=[O:26], predict the reaction product. The product is: [CH3:1][O:2][C:3]1[CH:4]=[CH:5][C:6]([N:9]2[C:13]([C:14]3[CH:19]=[CH:18][C:17]([O:20][CH3:21])=[CH:16][CH:15]=3)=[N:12][C:11]([O:22][CH2:24][C:25]([N:27]([CH3:29])[CH3:28])=[O:26])=[N:10]2)=[CH:7][CH:8]=1. (3) The product is: [Cl:24][C:25]1[N:30]=[C:29]([O:18][C:14]2[CH:13]=[C:12]([CH2:11][CH2:10][C:9]([NH:8][C:5]3[CH:6]=[CH:7][C:2]([Cl:1])=[C:3]([C:20]([F:21])([F:22])[F:23])[CH:4]=3)=[O:19])[CH:17]=[CH:16][CH:15]=2)[CH:28]=[CH:27][N:26]=1. Given the reactants [Cl:1][C:2]1[CH:7]=[CH:6][C:5]([NH:8][C:9](=[O:19])[CH2:10][CH2:11][C:12]2[CH:17]=[CH:16][CH:15]=[C:14]([OH:18])[CH:13]=2)=[CH:4][C:3]=1[C:20]([F:23])([F:22])[F:21].[Cl:24][C:25]1[N:30]=[C:29](Cl)[CH:28]=[CH:27][N:26]=1.C(=O)([O-])[O-].[Cs+].[Cs+].CN(C=O)C, predict the reaction product. (4) Given the reactants C([O:5][C:6]([C:8]1[C:9](=[O:25])[O:10][CH:11]([C:19]2[CH:24]=[CH:23][CH:22]=[CH:21][CH:20]=2)[C:12]=1[C:13]1[CH:18]=[CH:17][CH:16]=[CH:15][CH:14]=1)=[O:7])(C)(C)C.S(=O)(=O)(O)O, predict the reaction product. The product is: [O:25]=[C:9]1[C:8]([C:6]([OH:7])=[O:5])=[C:12]([C:13]2[CH:18]=[CH:17][CH:16]=[CH:15][CH:14]=2)[CH:11]([C:19]2[CH:24]=[CH:23][CH:22]=[CH:21][CH:20]=2)[O:10]1. (5) Given the reactants Cl[CH2:2][C:3]([C:5]1[CH:6]=[C:7]([OH:12])[C:8](=[CH:10][CH:11]=1)[OH:9])=[O:4].C([O-])=[O:14].[Na+].Cl.[Na].[Cl-], predict the reaction product. The product is: [OH:14][CH2:2][C:3]([C:5]1[CH:6]=[C:7]([OH:12])[C:8](=[CH:10][CH:11]=1)[OH:9])=[O:4]. (6) The product is: [CH3:13][S:14]([O:12][CH2:11][C:3]1[CH:4]=[C:5]([N+:8]([O-:10])=[O:9])[CH:6]=[CH:7][C:2]=1[Br:1])(=[O:16])=[O:15]. Given the reactants [Br:1][C:2]1[CH:7]=[CH:6][C:5]([N+:8]([O-:10])=[O:9])=[CH:4][C:3]=1[CH2:11][OH:12].[CH3:13][S:14](Cl)(=[O:16])=[O:15].C(N(CC)CC)C, predict the reaction product. (7) Given the reactants [CH:1]1([CH2:4][O:5][C:6]2[CH:11]=[C:10]([F:12])[CH:9]=[CH:8][C:7]=2[C:13]2[C:14]3[NH:21][CH:20]=[C:19]([C:22]([OH:24])=O)[C:15]=3[N:16]=[CH:17][N:18]=2)[CH2:3][CH2:2]1.[C:25]([O:29][C:30](=[O:39])[NH:31][C@H:32]1[CH2:37][CH2:36][C@@H:35]([NH2:38])[CH2:34][CH2:33]1)([CH3:28])([CH3:27])[CH3:26], predict the reaction product. The product is: [C:25]([O:29][C:30](=[O:39])[NH:31][C@H:32]1[CH2:33][CH2:34][C@@H:35]([NH:38][C:22]([C:19]2[C:15]3[N:16]=[CH:17][N:18]=[C:13]([C:7]4[CH:8]=[CH:9][C:10]([F:12])=[CH:11][C:6]=4[O:5][CH2:4][CH:1]4[CH2:2][CH2:3]4)[C:14]=3[NH:21][CH:20]=2)=[O:24])[CH2:36][CH2:37]1)([CH3:28])([CH3:26])[CH3:27]. (8) Given the reactants [CH:1]([O:4][C:5](=[O:20])[C:6]1[CH:11]=[CH:10][C:9]([C:12]#[CH:13])=[CH:8][C:7]=1[CH2:14][N:15]([CH:17]1[CH2:19][CH2:18]1)[CH3:16])([CH3:3])[CH3:2].[CH3:21][O:22][C:23](=[O:33])[CH2:24][C:25]1[CH:30]=[CH:29][C:28](I)=[CH:27][C:26]=1[F:32].C(N(CC)CC)C.C(OCC)(=O)C, predict the reaction product. The product is: [CH:1]([O:4][C:5](=[O:20])[C:6]1[CH:11]=[CH:10][C:9]([C:12]#[C:13][C:28]2[CH:29]=[CH:30][C:25]([CH2:24][C:23]([O:22][CH3:21])=[O:33])=[C:26]([F:32])[CH:27]=2)=[CH:8][C:7]=1[CH2:14][N:15]([CH:17]1[CH2:19][CH2:18]1)[CH3:16])([CH3:3])[CH3:2].